Dataset: Full USPTO retrosynthesis dataset with 1.9M reactions from patents (1976-2016). Task: Predict the reactants needed to synthesize the given product. Given the product [C:17]1([C:20]2[CH:21]=[CH:22][CH:23]=[CH:24][CH:25]=2)[CH:18]=[CH:19][C:14]([CH2:13][C@@H:12]([NH:26][C:27]([C:29]2[NH:33][N:32]=[N:31][N:30]=2)=[O:28])[CH2:11][C@@H:10]([CH3:41])[C:9]([OH:42])=[O:8])=[CH:15][CH:16]=1, predict the reactants needed to synthesize it. The reactants are: C([O:8][C:9](=[O:42])[C@H:10]([CH3:41])[CH2:11][C@H:12]([NH:26][C:27]([C:29]1[N:33](CC2C=CC=CC=2)[N:32]=[N:31][N:30]=1)=[O:28])[CH2:13][C:14]1[CH:19]=[CH:18][C:17]([C:20]2[CH:25]=[CH:24][CH:23]=[CH:22][CH:21]=2)=[CH:16][CH:15]=1)C1C=CC=CC=1.C(OC(=O)[C@H](C)C[C@H](NC(C1N=NN(CC2C=CC=CC=2)N=1)=O)CC1C=CC(C2C=CC=CC=2)=CC=1)C1C=CC=CC=1.